Dataset: Forward reaction prediction with 1.9M reactions from USPTO patents (1976-2016). Task: Predict the product of the given reaction. (1) The product is: [ClH:31].[N:16]12[CH2:21][CH2:20][CH:19]([CH2:18][CH2:17]1)[C@@H:14]([NH:13][C:11]([C:9]1[S:10][C:6]3[CH:5]=[C:4]([NH:3][C:39]([NH:38][C:35]4[CH:36]=[CH:37][C:32]([Cl:31])=[CH:33][CH:34]=4)=[O:40])[CH:23]=[CH:22][C:7]=3[CH:8]=1)=[O:12])[CH2:15]2. Given the reactants Cl.Cl.[NH2:3][C:4]1[CH:23]=[CH:22][C:7]2[CH:8]=[C:9]([C:11]([NH:13][C@@H:14]3[CH:19]4[CH2:20][CH2:21][N:16]([CH2:17][CH2:18]4)[CH2:15]3)=[O:12])[S:10][C:6]=2[CH:5]=1.C(N(CC)CC)C.[Cl:31][C:32]1[CH:37]=[CH:36][C:35]([N:38]=[C:39]=[O:40])=[CH:34][CH:33]=1, predict the reaction product. (2) Given the reactants [CH:1]1([NH:6][C:7]2[CH:12]=[C:11](SCC)[N:10]3[N:16]=[C:17]([C:31]4[CH:36]=[CH:35][C:34]([F:37])=[CH:33][CH:32]=4)[C:18]([C:19]4[CH:24]=[CH:23][N:22]=[C:21]([NH:25][CH:26]5[CH2:30][CH2:29][CH2:28][CH2:27]5)[N:20]=4)=[C:9]3[CH:8]=2)[CH2:5][CH2:4][CH2:3][CH2:2]1.ClC1C=[C:41](C=CC=1)[C:42](OO)=[O:43], predict the reaction product. The product is: [CH:1]1([NH:6][C:7]2[CH:12]=[C:11]([O:43][CH2:42][CH3:41])[N:10]3[N:16]=[C:17]([C:31]4[CH:32]=[CH:33][C:34]([F:37])=[CH:35][CH:36]=4)[C:18]([C:19]4[CH:24]=[CH:23][N:22]=[C:21]([NH:25][CH:26]5[CH2:27][CH2:28][CH2:29][CH2:30]5)[N:20]=4)=[C:9]3[CH:8]=2)[CH2:2][CH2:3][CH2:4][CH2:5]1. (3) Given the reactants [NH2:1][C:2]1[CH:7]=[CH:6][C:5]([CH:8]2[N:12]([C:13]3[CH:18]=[CH:17][C:16]([C:19]4[CH:20]=[N:21][C:22]([N:25]5[CH2:30][CH2:29][O:28][CH2:27][CH2:26]5)=[CH:23][CH:24]=4)=[CH:15][CH:14]=3)[CH:11]([C:31]3[CH:36]=[CH:35][C:34]([NH:37][C:38](=[O:48])[C@@H:39]([NH:43][C:44](=[O:47])[O:45][CH3:46])[CH:40]([CH3:42])[CH3:41])=[CH:33][CH:32]=3)[CH2:10][CH2:9]2)=[CH:4][CH:3]=1.[CH3:49][O:50][C:51]([NH:53][C@@H:54]([CH:65]([CH3:67])[CH3:66])[C:55]([N:57]1[CH2:61][CH2:60][CH2:59][C@H:58]1[C:62](O)=[O:63])=[O:56])=[O:52].CN(C(ON1N=NC2C=CC=NC1=2)=[N+](C)C)C.F[P-](F)(F)(F)(F)F.C(N(C(C)C)CC)(C)C, predict the reaction product. The product is: [CH3:49][O:50][C:51]([NH:53][C@H:54]([C:55]([N:57]1[CH2:61][CH2:60][CH2:59][C@H:58]1[C:62]([NH:1][C:2]1[CH:7]=[CH:6][C:5]([C@H:8]2[CH2:9][CH2:10][C@@H:11]([C:31]3[CH:36]=[CH:35][C:34]([NH:37][C:38](=[O:48])[C@H:39]([CH:40]([CH3:42])[CH3:41])[NH:43][C:44]([O:45][CH3:46])=[O:47])=[CH:33][CH:32]=3)[N:12]2[C:13]2[CH:14]=[CH:15][C:16]([C:19]3[CH:20]=[N:21][C:22]([N:25]4[CH2:26][CH2:27][O:28][CH2:29][CH2:30]4)=[CH:23][CH:24]=3)=[CH:17][CH:18]=2)=[CH:4][CH:3]=1)=[O:63])=[O:56])[CH:65]([CH3:67])[CH3:66])=[O:52]. (4) Given the reactants [O:1]1[C:12]2[C:4](=[CH:5][C:6]3[S:10][CH:9]=[N:8][C:7]=3[CH:11]=2)[O:3][CH2:2]1.Br[C:14]1[CH:15]=[CH:16][C:17]([NH:20][CH3:21])=[N:18][CH:19]=1.COC1N=CC(C2SC3C=CC=CC=3N=2)=CN=1, predict the reaction product. The product is: [O:1]1[C:12]2[C:4](=[CH:5][C:6]3[S:10][C:9]([C:14]4[CH:15]=[CH:16][C:17]([NH:20][CH3:21])=[N:18][CH:19]=4)=[N:8][C:7]=3[CH:11]=2)[O:3][CH2:2]1. (5) Given the reactants [NH:1]([C:3]1[N:4]=[N:5][C:6]2[C:7]3[CH:16]=[CH:15][CH:14]=[CH:13][C:8]=3[CH2:9][CH2:10][C:11]=2[CH:12]=1)[NH2:2].[C:17](/[N:19]=[C:20](\OC1C=CC=CC=1)/[NH:21][C:22]1[CH:27]=[CH:26][C:25]([N:28]2[CH2:33][CH2:32][CH:31]([N:34]3[CH2:38][CH2:37][CH2:36][CH2:35]3)[CH2:30][CH2:29]2)=[C:24]([F:39])[CH:23]=1)#[N:18], predict the reaction product. The product is: [N:5]1[C:6]2[C:7]3[CH:16]=[CH:15][CH:14]=[CH:13][C:8]=3[CH2:9][CH2:10][C:11]=2[CH:12]=[C:3]([N:1]2[C:17]([NH2:18])=[N:19][C:20]([NH:21][C:22]3[CH:27]=[CH:26][C:25]([N:28]4[CH2:33][CH2:32][CH:31]([N:34]5[CH2:38][CH2:37][CH2:36][CH2:35]5)[CH2:30][CH2:29]4)=[C:24]([F:39])[CH:23]=3)=[N:2]2)[N:4]=1. (6) Given the reactants CO.[CH3:3][NH2:4].[C:5]([C:7]1[CH:8]=[C:9]([S:13](Cl)(=[O:15])=[O:14])[CH:10]=[CH:11][CH:12]=1)#[N:6], predict the reaction product. The product is: [NH2:6][CH2:5][C:7]1[CH:8]=[C:9]([S:13]([NH:4][CH3:3])(=[O:15])=[O:14])[CH:10]=[CH:11][CH:12]=1. (7) Given the reactants C([O:3][C:4]([C@@H:6]1[C@H:10]([C:11]2[CH:16]=[CH:15][CH:14]=[C:13]([CH:17]([CH3:19])[CH3:18])[CH:12]=2)[CH2:9][N:8]([C:20]([O:22][C:23]([CH3:26])([CH3:25])[CH3:24])=[O:21])[CH2:7]1)=O)C.[H-].[H-].[H-].[H-].[Li+].[Al+3], predict the reaction product. The product is: [C:23]([O:22][C:20]([N:8]1[CH2:9][C@@H:10]([C:11]2[CH:16]=[CH:15][CH:14]=[C:13]([CH:17]([CH3:18])[CH3:19])[CH:12]=2)[C@@H:6]([CH2:4][OH:3])[CH2:7]1)=[O:21])([CH3:25])([CH3:26])[CH3:24].